Dataset: Forward reaction prediction with 1.9M reactions from USPTO patents (1976-2016). Task: Predict the product of the given reaction. (1) Given the reactants [C:1]([C:3]1[CH:8]=[CH:7][C:6]([C:9]2[N:10]([CH:22]([CH3:27])[CH2:23][C:24]([OH:26])=[O:25])[CH:11]=[CH:12][C:13]=2[C:14]2[CH:19]=[CH:18][C:17]([O:20][CH3:21])=[CH:16][CH:15]=2)=[C:5]([CH3:28])[CH:4]=1)#[N:2].[OH-:29].[Na+].OO, predict the reaction product. The product is: [C:1]([C:3]1[CH:8]=[CH:7][C:6]([C:9]2[N:10]([CH:22]([CH3:27])[CH2:23][C:24]([OH:26])=[O:25])[CH:11]=[CH:12][C:13]=2[C:14]2[CH:19]=[CH:18][C:17]([O:20][CH3:21])=[CH:16][CH:15]=2)=[C:5]([CH3:28])[CH:4]=1)(=[O:29])[NH2:2]. (2) The product is: [CH3:1][C:2]1[C:7]([C:8]2[CH:9]=[CH:10][C:11]([C:14]([OH:16])=[O:15])=[CH:12][CH:13]=2)=[CH:6][C:5]([C:18]([NH:20][CH2:21][CH2:22][CH3:23])=[O:19])=[CH:4][CH:3]=1. Given the reactants [CH3:1][C:2]1[C:7]([C:8]2[CH:13]=[CH:12][C:11]([C:14]([O:16]C)=[O:15])=[CH:10][CH:9]=2)=[CH:6][C:5]([C:18]([NH:20][CH2:21][CH2:22][CH3:23])=[O:19])=[CH:4][CH:3]=1.[OH-].[Na+], predict the reaction product. (3) Given the reactants [Cl:1][C:2]12[CH2:11][CH:6]3[CH2:7][CH:8]([CH2:10][C:4]([CH2:12][C:13](Cl)=[O:14])([CH2:5]3)[CH2:3]1)[CH2:9]2.[NH2:16][N:17]1[C:22](=[O:23])[C:21]2[CH:24]=[CH:25][S:26][C:20]=2[N:19]=[C:18]1[CH2:27][CH3:28], predict the reaction product. The product is: [Cl:1][C:2]12[CH2:11][CH:6]3[CH2:7][CH:8]([CH2:10][C:4]([CH2:12][C:13]([NH:16][N:17]4[C:22](=[O:23])[C:21]5[CH:24]=[CH:25][S:26][C:20]=5[N:19]=[C:18]4[CH2:27][CH3:28])=[O:14])([CH2:5]3)[CH2:3]1)[CH2:9]2. (4) Given the reactants C(OC([N:8]1[CH2:16][C:15]2[C:10](=[CH:11][C:12]([C:23]([F:26])([F:25])[F:24])=[C:13]([N:17]3[CH2:22][CH2:21][O:20][CH2:19][CH2:18]3)[CH:14]=2)[CH2:9]1)=O)(C)(C)C.[ClH:27], predict the reaction product. The product is: [ClH:27].[N:17]1([C:13]2[CH:14]=[C:15]3[C:10](=[CH:11][C:12]=2[C:23]([F:26])([F:24])[F:25])[CH2:9][NH:8][CH2:16]3)[CH2:22][CH2:21][O:20][CH2:19][CH2:18]1. (5) Given the reactants [CH:1]1([CH2:4][N:5]([C:10]2[CH:15]=[CH:14][C:13]([C:16]#[N:17])=[C:12]([C:18]#[N:19])[CH:11]=2)[CH2:6][C:7]([OH:9])=O)[CH2:3][CH2:2]1.[CH2:20]([NH2:22])[CH3:21], predict the reaction product. The product is: [CH:1]1([CH2:4][N:5]([C:10]2[CH:15]=[CH:14][C:13]([C:16]#[N:17])=[C:12]([C:18]#[N:19])[CH:11]=2)[CH2:6][C:7]([NH:22][CH2:20][CH3:21])=[O:9])[CH2:2][CH2:3]1. (6) Given the reactants [Br:1][C:2]1[C:3](=[O:19])[NH:4][C:5](C)=[CH:6][C:7]=1[O:8][CH2:9][C:10]1[CH:15]=[CH:14][C:13](F)=[CH:12][C:11]=1F.Br[CH2:21][C:22]1[CH:27]=[CH:26][C:25]([C:28]#[N:29])=[CH:24][CH:23]=1.C([O-])([O-])=O.[K+].[K+], predict the reaction product. The product is: [CH2:9]([O:8][C:7]1[CH:6]=[CH:5][N:4]([CH2:21][C:22]2[CH:27]=[CH:26][C:25]([C:28]#[N:29])=[CH:24][CH:23]=2)[C:3](=[O:19])[C:2]=1[Br:1])[C:10]1[CH:11]=[CH:12][CH:13]=[CH:14][CH:15]=1. (7) Given the reactants C([O-])(=[O:3])C.[NH4+].Cl[C:7]1[C:16]([C:17]#[N:18])=[C:15]([Cl:19])[C:14]2[C:9](=[N:10][CH:11]=[CH:12][CH:13]=2)[N:8]=1, predict the reaction product. The product is: [Cl:19][C:15]1[C:14]2[C:9](=[N:10][CH:11]=[CH:12][CH:13]=2)[NH:8][C:7](=[O:3])[C:16]=1[C:17]#[N:18].